This data is from Catalyst prediction with 721,799 reactions and 888 catalyst types from USPTO. The task is: Predict which catalyst facilitates the given reaction. Reactant: Cl.[NH2:2][CH:3]1[CH2:7][C:6]([F:9])([F:8])[CH2:5][CH:4]1[NH:10][C:11](=[O:23])[C:12]1[CH:17]=[CH:16][CH:15]=[CH:14][C:13]=1[N:18]1[N:22]=[CH:21][CH:20]=[N:19]1.Cl[C:25]1[CH:30]=[N:29][C:28]([C:31]([F:34])([F:33])[F:32])=[CH:27][N:26]=1.CCN(C(C)C)C(C)C. Product: [F:8][C:6]1([F:9])[CH2:5][CH:4]([NH:10][C:11](=[O:23])[C:12]2[CH:17]=[CH:16][CH:15]=[CH:14][C:13]=2[N:18]2[N:19]=[CH:20][CH:21]=[N:22]2)[CH:3]([NH:2][C:25]2[CH:30]=[N:29][C:28]([C:31]([F:34])([F:33])[F:32])=[CH:27][N:26]=2)[CH2:7]1. The catalyst class is: 16.